This data is from Peptide-MHC class I binding affinity with 185,985 pairs from IEDB/IMGT. The task is: Regression. Given a peptide amino acid sequence and an MHC pseudo amino acid sequence, predict their binding affinity value. This is MHC class I binding data. (1) The peptide sequence is EIPLQWIASA. The MHC is HLA-A26:01 with pseudo-sequence HLA-A26:01. The binding affinity (normalized) is 0.272. (2) The peptide sequence is EVCFMYSDFH. The MHC is HLA-A31:01 with pseudo-sequence HLA-A31:01. The binding affinity (normalized) is 0.188. (3) The peptide sequence is RPDTRHLRV. The MHC is HLA-A33:01 with pseudo-sequence HLA-A33:01. The binding affinity (normalized) is 0. (4) The peptide sequence is APPTNPYNTP. The MHC is Mamu-A2201 with pseudo-sequence Mamu-A2201. The binding affinity (normalized) is 0. (5) The peptide sequence is TSACGIFLK. The MHC is HLA-A23:01 with pseudo-sequence HLA-A23:01. The binding affinity (normalized) is 0.0847. (6) The peptide sequence is SIVLHIQLEH. The MHC is HLA-A68:01 with pseudo-sequence HLA-A68:01. The binding affinity (normalized) is 0.0753.